From a dataset of Reaction yield outcomes from USPTO patents with 853,638 reactions. Predict the reaction yield, written as a fraction of the theoretical maximum amount of product (1.0 means a 100% yield; for example, 0.34 means a 34% yield). (1) The reactants are [CH3:1][C:2]1[CH:32]=[CH:31][CH:30]=[C:29]([CH3:33])[C:3]=1[CH:4]=[CH:5][C:6]1[CH:7]=[C:8]([CH2:12][CH2:13][C:14]([N:16]2[CH2:21][CH2:20][N:19](C(OC(C)(C)C)=O)[CH2:18][CH2:17]2)=[O:15])[CH:9]=[CH:10][CH:11]=1.FC(F)(F)C(O)=O.C(=O)(O)[O-].[Na+].C(=O)([O-])[O-].[K+].[K+]. The catalyst is C(Cl)Cl. The product is [CH3:33][C:29]1[CH:30]=[CH:31][CH:32]=[C:2]([CH3:1])[C:3]=1/[CH:4]=[CH:5]/[C:6]1[CH:7]=[C:8]([CH2:12][CH2:13][C:14]([N:16]2[CH2:17][CH2:18][NH:19][CH2:20][CH2:21]2)=[O:15])[CH:9]=[CH:10][CH:11]=1. The yield is 0.420. (2) The reactants are [NH2:1][C@@:2]([C:10]1[CH:15]=[CH:14][CH:13]=[CH:12][C:11]=1[F:16])([CH3:9])[C@@H:3]([F:8])[C@@H:4]([OH:7])[CH2:5][OH:6].[C:17]([N:25]=[C:26]=[S:27])(=[O:24])[C:18]1[CH:23]=[CH:22][CH:21]=[CH:20][CH:19]=1. The catalyst is ClCCl. The product is [F:8][C@@H:3]([C@@H:4]([OH:7])[CH2:5][OH:6])[C@:2]([NH:1][C:26]([NH:25][C:17](=[O:24])[C:18]1[CH:19]=[CH:20][CH:21]=[CH:22][CH:23]=1)=[S:27])([C:10]1[CH:15]=[CH:14][CH:13]=[CH:12][C:11]=1[F:16])[CH3:9]. The yield is 0.880. (3) The catalyst is CN(C)C1C=CN=CC=1.ClCCl. The reactants are [Cl:1][C:2]1[CH:3]=[CH:4][C:5]([O:27][CH2:28][CH:29]([CH3:31])[CH3:30])=[C:6]([CH2:8][N:9]2[C:13]([CH3:14])=[CH:12][C:11]([C:15]([O:17]N3C4C=CC=CC=4N=N3)=O)=[N:10]2)[CH:7]=1.[NH2:32][C:33]1[CH:42]=[CH:41][C:36]([C:37]([O:39][CH3:40])=[O:38])=[CH:35][N:34]=1. The product is [Cl:1][C:2]1[CH:3]=[CH:4][C:5]([O:27][CH2:28][CH:29]([CH3:30])[CH3:31])=[C:6]([CH2:8][N:9]2[C:13]([CH3:14])=[CH:12][C:11]([C:15]([NH:32][C:33]3[N:34]=[CH:35][C:36]([C:37]([O:39][CH3:40])=[O:38])=[CH:41][CH:42]=3)=[O:17])=[N:10]2)[CH:7]=1. The yield is 0.370. (4) The reactants are [CH3:1][C:2]1([CH3:42])[O:6][C@@H:5]([CH2:7][CH2:8][NH:9][C:10]([CH:12]2[CH:16]([C:17]3[CH:22]=[CH:21][CH:20]=[C:19]([Cl:23])[C:18]=3[F:24])[C:15]([C:27]3[CH:32]=[CH:31][C:30]([Cl:33])=[CH:29][C:28]=3[F:34])([C:25]#[N:26])[CH:14]([CH2:35][C:36]([CH3:41])([CH3:40])[CH2:37][CH2:38][OH:39])[NH:13]2)=[O:11])[CH2:4][O:3]1.C(N(CC)CC)C.[CH3:50][S:51](Cl)(=[O:53])=[O:52].O. The catalyst is ClCCl. The product is [Cl:23][C:19]1[C:18]([F:24])=[C:17]([C@H:16]2[C@H:12]([C:10](=[O:11])[NH:9][CH2:8][CH2:7][C@H:5]3[CH2:4][O:3][C:2]([CH3:42])([CH3:1])[O:6]3)[NH:13][C@@H:14]([CH2:35][C:36]([CH3:41])([CH3:40])[CH2:37][CH2:38][O:39][S:51]([CH3:50])(=[O:53])=[O:52])[C@@:15]2([C:27]2[CH:32]=[CH:31][C:30]([Cl:33])=[CH:29][C:28]=2[F:34])[C:25]#[N:26])[CH:22]=[CH:21][CH:20]=1. The yield is 0.670. (5) The reactants are [O-]S(S([O-])=O)=O.[Na+].[Na+].[CH2:9]([O:16][C:17]1[CH:22]=[CH:21][C:20]([N+:23]([O-])=O)=[C:19]([F:26])[CH:18]=1)[C:10]1[CH:15]=[CH:14][CH:13]=[CH:12][CH:11]=1.C1COCC1.CCO. The catalyst is O. The product is [CH2:9]([O:16][C:17]1[CH:22]=[CH:21][C:20]([NH2:23])=[C:19]([F:26])[CH:18]=1)[C:10]1[CH:11]=[CH:12][CH:13]=[CH:14][CH:15]=1. The yield is 0.420. (6) The reactants are [F:1][C:2]([F:22])([F:21])[C:3]1[CH:8]=[CH:7][CH:6]=[CH:5][C:4]=1[C:9]1[CH:14]=[CH:13][N:12]2[CH:15]=[N:16][C:17]([C:18]([OH:20])=O)=[C:11]2[N:10]=1.C(Cl)(=O)C(Cl)=O.N1C=CC=CC=1.[N:35]1[CH:40]=[CH:39][CH:38]=[C:37]([NH2:41])[CH:36]=1. The catalyst is C(Cl)Cl.CN(C=O)C.O. The product is [N:35]1[CH:40]=[CH:39][CH:38]=[C:37]([NH:41][C:18]([C:17]2[N:16]=[CH:15][N:12]3[CH:13]=[CH:14][C:9]([C:4]4[CH:5]=[CH:6][CH:7]=[CH:8][C:3]=4[C:2]([F:22])([F:21])[F:1])=[N:10][C:11]=23)=[O:20])[CH:36]=1. The yield is 0.280. (7) The reactants are [NH2:1][C:2]1[N:3]=[CH:4][C:5]2[CH2:6][C:7](=[O:24])[NH:8][C:9]3[CH:16]=[C:15]([Cl:17])[C:14]([C:18]#[C:19][CH2:20][N:21]([CH3:23])[CH3:22])=[CH:13][C:10]=3[C:11]=2[N:12]=1. The catalyst is O.C1COCC1.[Ni]. The product is [NH2:1][C:2]1[N:3]=[CH:4][C:5]2[CH2:6][C:7](=[O:24])[NH:8][C:9]3[CH:16]=[C:15]([Cl:17])[C:14]([CH2:18][CH2:19][CH2:20][N:21]([CH3:22])[CH3:23])=[CH:13][C:10]=3[C:11]=2[N:12]=1. The yield is 0.520. (8) The reactants are [N+:1]([C:4]1[CH:5]=[C:6]([OH:10])[CH:7]=[CH:8][CH:9]=1)([O-:3])=[O:2].O[CH:12]1[CH2:16][CH2:15][N:14]([C:17]([O:19][C:20]([CH3:23])([CH3:22])[CH3:21])=[O:18])[CH2:13]1.C1C=CC(P(C2C=CC=CC=2)C2C=CC=CC=2)=CC=1.CCOC(/N=N/C(OCC)=O)=O. The yield is 0.980. The catalyst is C1COCC1. The product is [N+:1]([C:4]1[CH:5]=[C:6]([CH:7]=[CH:8][CH:9]=1)[O:10][CH:16]1[CH2:12][CH2:13][N:14]([C:17]([O:19][C:20]([CH3:23])([CH3:22])[CH3:21])=[O:18])[CH2:15]1)([O-:3])=[O:2]. (9) The reactants are C(Cl)(=O)C(Cl)=O.[CH3:7][N:8]1[CH2:13][CH2:12][N:11]([C:14]2[CH:22]=[CH:21][C:17]([C:18]([OH:20])=O)=[CH:16][CH:15]=2)[CH2:10][CH2:9]1.CCN(C(C)C)C(C)C.[CH2:32]([C:40]1[CH:41]=[C:42]([NH2:45])[NH:43][N:44]=1)[CH2:33][C:34]1[CH:39]=[CH:38][CH:37]=[CH:36][CH:35]=1. The catalyst is C(Cl)Cl. The product is [CH3:7][N:8]1[CH2:9][CH2:10][N:11]([C:14]2[CH:15]=[CH:16][C:17]([C:18]([NH:45][C:42]3[NH:43][N:44]=[C:40]([CH2:32][CH2:33][C:34]4[CH:39]=[CH:38][CH:37]=[CH:36][CH:35]=4)[CH:41]=3)=[O:20])=[CH:21][CH:22]=2)[CH2:12][CH2:13]1. The yield is 0.0300.